Task: Predict the reactants needed to synthesize the given product.. Dataset: Full USPTO retrosynthesis dataset with 1.9M reactions from patents (1976-2016) (1) Given the product [CH2:1]([C:3]1[CH:4]=[CH:5][C:6]([CH:9]2[CH2:10][CH:11]([C:23]3[O:24][N:37]=[C:34]([CH2:33][C:30]4[CH:31]=[CH:32][C:27]([F:26])=[CH:28][CH:29]=4)[N:35]=3)[CH2:12][N:13]([C:15]([N:17]3[CH2:18][CH2:19][O:20][CH2:21][CH2:22]3)=[O:16])[CH2:14]2)=[CH:7][CH:8]=1)[CH3:2], predict the reactants needed to synthesize it. The reactants are: [CH2:1]([C:3]1[CH:8]=[CH:7][C:6]([CH:9]2[CH2:14][N:13]([C:15]([N:17]3[CH2:22][CH2:21][O:20][CH2:19][CH2:18]3)=[O:16])[CH2:12][CH:11]([C:23](O)=[O:24])[CH2:10]2)=[CH:5][CH:4]=1)[CH3:2].[F:26][C:27]1[CH:32]=[CH:31][C:30]([CH2:33][C:34](=[NH:37])[NH:35]O)=[CH:29][CH:28]=1. (2) Given the product [Br:1][C:2]1[C:3]([Cl:12])=[N:4][C:5]([CH3:8])=[N:6][CH:7]=1, predict the reactants needed to synthesize it. The reactants are: [Br:1][C:2]1[C:3](O)=[N:4][C:5]([CH3:8])=[N:6][CH:7]=1.P(Cl)(Cl)([Cl:12])=O. (3) Given the product [Cl:17][C:3]1[C:2]([F:1])=[CH:11][C:10]2[C:5](=[CH:6][C:7]([O:12][CH3:13])=[CH:8][CH:9]=2)[N:4]=1, predict the reactants needed to synthesize it. The reactants are: [F:1][C:2]1[C:3](=O)[NH:4][C:5]2[C:10]([CH:11]=1)=[CH:9][CH:8]=[C:7]([O:12][CH3:13])[CH:6]=2.S(Cl)([Cl:17])=O. (4) Given the product [F:47][C:48]([F:53])([F:52])[C:49]([OH:51])=[O:50].[NH2:8][CH2:9][C@H:10]([NH:15][S:16]([C:19]1[C:24]([CH3:25])=[CH:23][C:22]([O:26][CH2:27][CH2:28][CH2:29][C:30](=[O:45])[NH:31][CH2:32][CH2:33][NH:34][C:35]([O:37][CH2:38][C:39]2[CH:40]=[CH:41][CH:42]=[CH:43][CH:44]=2)=[O:36])=[CH:21][C:20]=1[CH3:46])(=[O:17])=[O:18])[C:11]([O:13][CH3:14])=[O:12], predict the reactants needed to synthesize it. The reactants are: C(OC([NH:8][CH2:9][C@H:10]([NH:15][S:16]([C:19]1[C:24]([CH3:25])=[CH:23][C:22]([O:26][CH2:27][CH2:28][CH2:29][C:30](=[O:45])[NH:31][CH2:32][CH2:33][NH:34][C:35]([O:37][CH2:38][C:39]2[CH:44]=[CH:43][CH:42]=[CH:41][CH:40]=2)=[O:36])=[CH:21][C:20]=1[CH3:46])(=[O:18])=[O:17])[C:11]([O:13][CH3:14])=[O:12])=O)(C)(C)C.[F:47][C:48]([F:53])([F:52])[C:49]([OH:51])=[O:50]. (5) Given the product [Cl:15][C:16]1[CH:17]=[C:18]([N:22]2[CH2:27][CH2:26][N:25]([C:12]([C:11]3[CH:10]=[CH:9][NH:8][C:7]=3[C:1]3[CH:2]=[CH:3][CH:4]=[CH:5][CH:6]=3)=[O:14])[CH2:24][CH2:23]2)[CH:19]=[CH:20][CH:21]=1, predict the reactants needed to synthesize it. The reactants are: [C:1]1([C:7]2[NH:8][CH:9]=[CH:10][C:11]=2[C:12]([OH:14])=O)[CH:6]=[CH:5][CH:4]=[CH:3][CH:2]=1.[Cl:15][C:16]1[CH:17]=[C:18]([N:22]2[CH2:27][CH2:26][NH:25][CH2:24][CH2:23]2)[CH:19]=[CH:20][CH:21]=1.Cl.CN(C)CCCN=C=NCC.O.ON1C2C=CC=CC=2N=N1. (6) The reactants are: C([O:5][C:6](=[O:41])[NH:7]/[C:8](=[N:39]\O)/[CH2:9][CH:10]1[CH2:15][CH2:14][CH:13]([C:16]2[CH:21]=[CH:20][C:19]([C:22]3[N:23]=[N:24][C:25]([NH:28][C:29]4[CH:30]=[N:31][C:32]([C:35]([F:38])([F:37])[F:36])=[CH:33][CH:34]=4)=[CH:26][CH:27]=3)=[CH:18][CH:17]=2)[CH2:12][CH2:11]1)C(C)C. Given the product [F:36][C:35]([F:37])([F:38])[C:32]1[N:31]=[CH:30][C:29]([NH:28][C:25]2[N:24]=[N:23][C:22]([C:19]3[CH:18]=[CH:17][C:16]([CH:13]4[CH2:12][CH2:11][CH:10]([CH2:9][C:8]5[NH:7][C:6](=[O:41])[O:5][N:39]=5)[CH2:15][CH2:14]4)=[CH:21][CH:20]=3)=[CH:27][CH:26]=2)=[CH:34][CH:33]=1, predict the reactants needed to synthesize it. (7) Given the product [CH3:31][N:26]1[CH:27]=[C:8]2[C:9]([N:10]=[C:11]([C:19]3[CH:24]=[CH:23][CH:22]=[CH:21][CH:20]=3)[C:12]([C:13]3[CH:18]=[CH:17][N:16]=[CH:15][CH:14]=3)=[C:7]2[C:1]2[CH:6]=[CH:5][CH:4]=[CH:3][CH:2]=2)=[N:25]1.[CH3:31][N:25]1[C:9]2=[N:10][C:11]([C:19]3[CH:24]=[CH:23][CH:22]=[CH:21][CH:20]=3)=[C:12]([C:13]3[CH:18]=[CH:17][N:16]=[CH:15][CH:14]=3)[C:7]([C:1]3[CH:6]=[CH:5][CH:4]=[CH:3][CH:2]=3)=[C:8]2[CH:27]=[N:26]1, predict the reactants needed to synthesize it. The reactants are: [C:1]1([C:7]2[C:12]([C:13]3[CH:18]=[CH:17][N:16]=[CH:15][CH:14]=3)=[C:11]([C:19]3[CH:24]=[CH:23][CH:22]=[CH:21][CH:20]=3)[N:10]=[C:9]3[NH:25][N:26]=[CH:27][C:8]=23)[CH:6]=[CH:5][CH:4]=[CH:3][CH:2]=1.[OH-].[K+].I[CH3:31].O. (8) Given the product [CH3:1][O:2][CH2:3][CH2:4][O:5][CH2:6][CH2:7][O:8][CH2:9][CH2:10][O:11][CH2:12][CH2:13][C:14]([OH:16])=[O:15], predict the reactants needed to synthesize it. The reactants are: [CH3:1][O:2][CH2:3][CH2:4][O:5][CH2:6][CH2:7][O:8][CH2:9][CH2:10][O:11][CH2:12][CH2:13][C:14]([O:16]C(C)(C)C)=[O:15].C1(C)C=CC(S(O)(=O)=O)=CC=1.O.[OH-].[Na+]. (9) Given the product [C:17]([C:16]1[CH:19]=[CH:20][C:13]([C:9]2[CH:8]=[C:7]([CH:2]([NH:1][S:31]([CH2:29][CH3:30])(=[O:33])=[O:32])[C:3]([F:4])([F:6])[F:5])[CH:12]=[N:11][CH:10]=2)=[CH:14][C:15]=1[CH3:21])#[N:18], predict the reactants needed to synthesize it. The reactants are: [NH2:1][CH:2]([C:7]1[CH:8]=[C:9]([C:13]2[CH:20]=[CH:19][C:16]([C:17]#[N:18])=[C:15]([CH3:21])[CH:14]=2)[CH:10]=[N:11][CH:12]=1)[C:3]([F:6])([F:5])[F:4].C(N(CC)CC)C.[CH2:29]([S:31](Cl)(=[O:33])=[O:32])[CH3:30].